This data is from Experimentally validated miRNA-target interactions with 360,000+ pairs, plus equal number of negative samples. The task is: Binary Classification. Given a miRNA mature sequence and a target amino acid sequence, predict their likelihood of interaction. The miRNA is hsa-miR-548ap-5p with sequence AAAAGUAAUUGCGGUCUUU. The protein sequence of the target gene is MARRPRHSIYSSDEDDEDIEMCDHDYDGLLPKSGKRHLGKTRWTREEDEKLKKLVEQNGTDDWKVIANYLPNRTDVQCQHRWQKVLNPELIKGPWTKEEDQRVIELVQKYGPKRWSVIAKHLKGRIGKQCRERWHNHLNPEVKKTSWTEEEDRIIYQAHKRLGNRWAEIAKLLPGRTDNAIKNHWNSTMRRKVEQEGYLQEPSKASQTPVATSFQKNNHLMGFGHASPPSQLSPSGQSSVNSEYPYYHIAEAQNISSHVPYPVALHVNIVNVPQPAAAAIQRHYNDEDPEKEKRIKELEL.... Result: 0 (no interaction).